From a dataset of Reaction yield outcomes from USPTO patents with 853,638 reactions. Predict the reaction yield, written as a fraction of the theoretical maximum amount of product (1.0 means a 100% yield; for example, 0.34 means a 34% yield). (1) The reactants are [CH3:1][C@@H:2]1[CH2:6][CH2:5][C:4](=C(C)C)[CH:3]1[C:10]([O:12][CH2:13][CH3:14])=[O:11].C(=O)=[O:16].C(O)(C)C. The catalyst is C(OCC)(=O)C. The product is [CH3:1][C@@H:2]1[CH2:6][CH2:5][C:4](=[O:16])[CH:3]1[C:10]([O:12][CH2:13][CH3:14])=[O:11]. The yield is 0.960. (2) The yield is 0.930. The reactants are Br[C:2]1[N:6]([CH3:7])[CH:5]=[N:4][C:3]=1[C:8]1[CH:13]=[C:12]([C:14]#[N:15])[CH:11]=[CH:10][N:9]=1.[F:16][C:17]([F:28])([F:27])[C:18]1[CH:23]=[CH:22][C:21](B(O)O)=[CH:20][CH:19]=1. The product is [CH3:7][N:6]1[C:2]([C:21]2[CH:22]=[CH:23][C:18]([C:17]([F:28])([F:27])[F:16])=[CH:19][CH:20]=2)=[C:3]([C:8]2[CH:13]=[C:12]([C:14]#[N:15])[CH:11]=[CH:10][N:9]=2)[N:4]=[CH:5]1. No catalyst specified. (3) The reactants are [CH3:1][O:2][C:3]([C:5]1[CH:6]=[C:7]([CH:11]=[C:12]([N+:14]([O-:16])=[O:15])[CH:13]=1)[C:8](O)=[O:9])=[O:4].S(C)C. The catalyst is C1COCC1. The product is [OH:9][CH2:8][C:7]1[CH:6]=[C:5]([CH:13]=[C:12]([N+:14]([O-:16])=[O:15])[CH:11]=1)[C:3]([O:2][CH3:1])=[O:4]. The yield is 0.890. (4) The reactants are [O:1]1[CH:6]=[CH:5][CH2:4][CH2:3][CH2:2]1.[Cl:7][C:8]1[N:9]=[CH:10][C:11]2[C:16]([I:17])=[CH:15][N:14]([C:18]([CH3:22])([CH3:21])[CH2:19][OH:20])[C:12]=2[N:13]=1.C1(C)C=CC(S([O-])(=O)=O)=CC=1.[NH+]1C=CC=CC=1. The catalyst is C1COCC1.O. The product is [Cl:7][C:8]1[N:9]=[CH:10][C:11]2[C:16]([I:17])=[CH:15][N:14]([C:18]([CH3:22])([CH3:21])[CH2:19][O:20][CH:6]3[CH2:5][CH2:4][CH2:3][CH2:2][O:1]3)[C:12]=2[N:13]=1. The yield is 0.740. (5) The reactants are [Cl:1][C:2]1[N:7]=[C:6](Cl)[CH:5]=[CH:4][N:3]=1.[N:9]1([C:15]([O:17][C:18]([CH3:21])([CH3:20])[CH3:19])=[O:16])[CH2:14][CH2:13][NH:12][CH2:11][CH2:10]1.C(N(CC)CC)C.CN(C)C=O. The yield is 0.900. The product is [Cl:1][C:2]1[N:7]=[C:6]([N:12]2[CH2:11][CH2:10][N:9]([C:15]([O:17][C:18]([CH3:21])([CH3:20])[CH3:19])=[O:16])[CH2:14][CH2:13]2)[CH:5]=[CH:4][N:3]=1. The catalyst is O. (6) The reactants are [Br:1][C:2]1[C:3](F)=[C:4]2[C:10]([NH:11][C:12](=[O:20])[C:13]3[C:18]([CH3:19])=[CH:17][CH:16]=[CH:15][N:14]=3)=[CH:9][NH:8][C:5]2=[N:6][CH:7]=1.[NH:22]1[CH2:27][CH2:26][CH2:25][C@@H:24]([NH:28][C:29](=[O:35])[O:30][C:31]([CH3:34])([CH3:33])[CH3:32])[CH2:23]1. The catalyst is CCCCO. The product is [Br:1][C:2]1[C:3]([N:22]2[CH2:27][CH2:26][CH2:25][C@@H:24]([NH:28][C:29](=[O:35])[O:30][C:31]([CH3:33])([CH3:32])[CH3:34])[CH2:23]2)=[C:4]2[C:10]([NH:11][C:12](=[O:20])[C:13]3[C:18]([CH3:19])=[CH:17][CH:16]=[CH:15][N:14]=3)=[CH:9][NH:8][C:5]2=[N:6][CH:7]=1. The yield is 0.280. (7) The reactants are [CH2:1]1[CH:8]2[NH:9][CH:3]([CH2:4][C:5]([CH2:7]2)=[O:6])[CH2:2]1.[CH3:10][C:11]([O:14][C:15](O[C:15]([O:14][C:11]([CH3:13])([CH3:12])[CH3:10])=[O:16])=[O:16])([CH3:13])[CH3:12].CCN(CC)CC. The catalyst is C(Cl)Cl.CN(C1C=CN=CC=1)C. The product is [O:6]=[C:5]1[CH2:4][CH:3]2[N:9]([C:15]([O:14][C:11]([CH3:13])([CH3:12])[CH3:10])=[O:16])[CH:8]([CH2:1][CH2:2]2)[CH2:7]1. The yield is 0.780.